From a dataset of Full USPTO retrosynthesis dataset with 1.9M reactions from patents (1976-2016). Predict the reactants needed to synthesize the given product. (1) Given the product [ClH:19].[Cl:19][C:16]1[CH:17]=[CH:18][C:11]2[CH2:10][CH2:9][NH:8][CH2:14][CH2:13][C:12]=2[C:15]=1[C:20]1[C:24]([C:25]2[CH:26]=[CH:27][CH:28]=[CH:29][CH:30]=2)=[N:23][N:22]([CH3:31])[N:21]=1, predict the reactants needed to synthesize it. The reactants are: C(OC([N:8]1[CH2:14][CH2:13][C:12]2[C:15]([C:20]3[C:24]([C:25]4[CH:30]=[CH:29][CH:28]=[CH:27][CH:26]=4)=[N:23][N:22]([CH3:31])[N:21]=3)=[C:16]([Cl:19])[CH:17]=[CH:18][C:11]=2[CH2:10][CH2:9]1)=O)(C)(C)C. (2) Given the product [N:3]1[CH:4]=[CH:5][CH:6]=[CH:7][C:2]=1[C:18]1[CH2:19][CH2:20][C:16](=[O:15])[CH:17]=1, predict the reactants needed to synthesize it. The reactants are: Br[C:2]1[CH:7]=[CH:6][CH:5]=[CH:4][N:3]=1.[Li]CCCC.C([O:15][C:16]1[CH2:20][CH2:19][C:18](=O)[CH:17]=1)C.Cl. (3) Given the product [NH2:26][C:22]1[O:12][C:7]2[C:8]([CH:20]([C:16]3[CH:17]=[N:18][CH:19]=[C:14]([Br:13])[CH:15]=3)[C:23]=1[C:24]#[N:25])=[CH:9][CH:10]=[C:11]1[N:3]([CH2:2][OH:1])[CH:4]=[CH:5][C:6]=21, predict the reactants needed to synthesize it. The reactants are: [OH:1][CH2:2][N:3]1[C:11]2[C:6](=[C:7]([OH:12])[CH:8]=[CH:9][CH:10]=2)[CH:5]=[CH:4]1.[Br:13][C:14]1[CH:15]=[C:16]([CH:20]=O)[CH:17]=[N:18][CH:19]=1.[C:22](#[N:26])[CH2:23][C:24]#[N:25].N1CCCCC1. (4) Given the product [C:1]([C:4]1[CH:9]=[CH:8][C:7]([C:10]2[CH:11]=[N:12][C:13]([C:16]([F:19])([F:18])[F:17])=[N:14][CH:15]=2)=[CH:6][C:5]=1[CH2:20][NH:21][C:22]([C@@H:24]1[C@@H:29]2[C@@H:27]([CH2:28]2)[CH2:26][NH:25]1)=[O:23])(=[O:3])[NH2:2], predict the reactants needed to synthesize it. The reactants are: [C:1]([C:4]1[CH:9]=[CH:8][C:7]([C:10]2[CH:11]=[N:12][C:13]([C:16]([F:19])([F:18])[F:17])=[N:14][CH:15]=2)=[CH:6][C:5]=1[CH2:20][NH:21][C:22]([C@@H:24]1[C@@H:29]2[C@@H:27]([CH2:28]2)[CH2:26][N:25]1C(OC(C)(C)C)=O)=[O:23])(=[O:3])[NH2:2].Cl.O1CCOCC1.FC1C=CC(S(Cl)(=O)=O)=CC=1. (5) Given the product [Br:1][C:2]1[C:3]2[N:12]=[C:16]([CH:13]3[CH2:15][CH2:14]3)[NH:11][C:4]=2[CH:5]=[C:6]([N+:8]([O-:10])=[O:9])[CH:7]=1, predict the reactants needed to synthesize it. The reactants are: [Br:1][C:2]1[CH:7]=[C:6]([N+:8]([O-:10])=[O:9])[CH:5]=[C:4]([NH2:11])[C:3]=1[NH2:12].[CH:13]1([C:16](O)=O)[CH2:15][CH2:14]1.Cl.[OH-].[Na+]. (6) Given the product [C:1]([S:20][CH2:21][CH2:22][O:23][CH2:24][CH2:25][O:26][S:33]([C:30]1[CH:31]=[CH:32][C:27]([CH3:37])=[CH:28][CH:29]=1)(=[O:35])=[O:34])([C:8]1[CH:13]=[CH:12][CH:11]=[CH:10][CH:9]=1)([C:14]1[CH:15]=[CH:16][CH:17]=[CH:18][CH:19]=1)[C:2]1[CH:3]=[CH:4][CH:5]=[CH:6][CH:7]=1, predict the reactants needed to synthesize it. The reactants are: [C:1]([S:20][CH2:21][CH2:22][O:23][CH2:24][CH2:25][OH:26])([C:14]1[CH:19]=[CH:18][CH:17]=[CH:16][CH:15]=1)([C:8]1[CH:13]=[CH:12][CH:11]=[CH:10][CH:9]=1)[C:2]1[CH:7]=[CH:6][CH:5]=[CH:4][CH:3]=1.[C:27]1([CH3:37])[CH:32]=[CH:31][C:30]([S:33](Cl)(=[O:35])=[O:34])=[CH:29][CH:28]=1.N1C=CC=CC=1.